This data is from Forward reaction prediction with 1.9M reactions from USPTO patents (1976-2016). The task is: Predict the product of the given reaction. (1) Given the reactants FC1C=C2C(=C(F)C=1)OC[C@H](N[C:14](=[O:17])[O:15]C)C2.[CH3:18][OH:19].[OH-:20].[K+].[CH2:22]([OH:24])[CH3:23].[OH2:25], predict the reaction product. The product is: [C:23]([OH:25])(=[O:20])[C@@H:22]([C@H:18]([C:14]([OH:15])=[O:17])[OH:19])[OH:24]. (2) Given the reactants [CH2:1]([C@@H:3]1[O:5][CH2:4]1)[Cl:2].F[C:7](F)(F)C(O)=O.[N:13]1([S:19](N)(=[O:21])=[O:20])[CH2:18][CH2:17][NH:16][CH2:15][CH2:14]1, predict the reaction product. The product is: [Cl:2][CH2:1][C@H:3]([OH:5])[CH2:4][N:16]1[CH2:17][CH2:18][N:13]([S:19]([CH3:7])(=[O:21])=[O:20])[CH2:14][CH2:15]1. (3) Given the reactants [Cl:1][C:2]1[CH:7]=[C:6]([OH:8])[CH:5]=[CH:4][C:3]=1[CH:9]([CH3:24])[C:10]([C:16]1[CH:17]=[CH:18][C:19](=[O:23])[N:20]([CH3:22])[CH:21]=1)([OH:15])[C:11]([F:14])([F:13])[F:12].[CH3:25][O:26][C:27](=[O:39])[C:28]1[C:33]([C:34]([F:37])([F:36])[F:35])=[CH:32][C:31](Cl)=[N:30][CH:29]=1.C(N(CC)CC)C.N12CCN(CC1)CC2, predict the reaction product. The product is: [CH3:25][O:26][C:27](=[O:39])[C:28]1[C:33]([C:34]([F:35])([F:36])[F:37])=[CH:32][C:31]([O:8][C:6]2[CH:5]=[CH:4][C:3]([CH:9]([CH3:24])[C:10]([OH:15])([C:16]3[CH:17]=[CH:18][C:19](=[O:23])[N:20]([CH3:22])[CH:21]=3)[C:11]([F:13])([F:14])[F:12])=[C:2]([Cl:1])[CH:7]=2)=[N:30][CH:29]=1. (4) Given the reactants BrC1C(O)CCCN1C(=O)[C@H](C(C)C)NC(OC(C)(C)C)=O.C(OC(=O)C)(=O)C.[C:30]([O:33][C@@H:34]1[CH2:39][C@H:38]([Br:40])[CH2:37][CH2:36][N:35]1[C:41](=[O:54])[C@@H:42]([CH:51]([CH3:53])[CH3:52])[NH:43][C:44]([O:46][C:47]([CH3:50])([CH3:49])[CH3:48])=[O:45])(=[O:32])[CH3:31], predict the reaction product. The product is: [C:30]([O:33][C@H:34]1[CH2:39][C@@H:38]([Br:40])[CH2:37][CH2:36][N:35]1[C:41](=[O:54])[C@@H:42]([CH:51]([CH3:52])[CH3:53])[NH:43][C:44]([O:46][C:47]([CH3:49])([CH3:48])[CH3:50])=[O:45])(=[O:32])[CH3:31].